This data is from Reaction yield outcomes from USPTO patents with 853,638 reactions. The task is: Predict the reaction yield, written as a fraction of the theoretical maximum amount of product (1.0 means a 100% yield; for example, 0.34 means a 34% yield). (1) The reactants are [F:1][C:2]1[C:9]([F:10])=[C:8](F)[CH:7]=[CH:6][C:3]=1[C:4]#[N:5].[C:12]([O:16][C:17]([CH3:20])([CH3:19])[CH3:18])(=[O:15])[NH:13][NH2:14].CCN(C(C)C)C(C)C. The catalyst is O1CCOCC1. The product is [C:17]([O:16][C:12]([NH:13][NH:14][C:8]1[CH:7]=[CH:6][C:3]([C:4]#[N:5])=[C:2]([F:1])[C:9]=1[F:10])=[O:15])([CH3:20])([CH3:19])[CH3:18]. The yield is 0.220. (2) The reactants are [Br:1][C:2]1[CH:10]=[CH:9][C:5]([C:6](O)=[O:7])=[C:4]([Cl:11])[CH:3]=1.B.O1CCCC1.O.C([O-])(O)=O.[Na+]. The catalyst is O1CCCC1. The product is [Br:1][C:2]1[CH:10]=[CH:9][C:5]([CH2:6][OH:7])=[C:4]([Cl:11])[CH:3]=1. The yield is 1.08. (3) The reactants are [Cl-].O[NH3+:3].[C:4](=[O:7])([O-])[OH:5].[Na+].CS(C)=O.[CH2:13]([C:17]1[N:18]=[C:19]([CH3:49])[N:20]([C:40]2[CH:41]=[CH:42][C:43]3[O:47][CH2:46][CH2:45][C:44]=3[CH:48]=2)[C:21](=[O:39])[C:22]=1[CH2:23][C:24]1[CH:29]=[CH:28][C:27]([C:30]2[C:31]([C:36]#[N:37])=[CH:32][CH:33]=[CH:34][CH:35]=2)=[CH:26][C:25]=1[F:38])[CH2:14][CH2:15][CH3:16]. The catalyst is O.C(OCC)(=O)C. The product is [CH2:13]([C:17]1[N:18]=[C:19]([CH3:49])[N:20]([C:40]2[CH:41]=[CH:42][C:43]3[O:47][CH2:46][CH2:45][C:44]=3[CH:48]=2)[C:21](=[O:39])[C:22]=1[CH2:23][C:24]1[CH:29]=[CH:28][C:27]([C:30]2[CH:35]=[CH:34][CH:33]=[CH:32][C:31]=2[C:36]2[NH:3][C:4](=[O:7])[O:5][N:37]=2)=[CH:26][C:25]=1[F:38])[CH2:14][CH2:15][CH3:16]. The yield is 0.600. (4) The reactants are [F:1][C:2]1[CH:9]=[CH:8][C:5]([CH2:6][NH2:7])=[CH:4][CH:3]=1.[C:10]([NH:18][C:19]1[S:20][C:21]([C:25](Cl)=[O:26])=[C:22]([CH3:24])[N:23]=1)(=[O:17])[C:11]1[CH:16]=[CH:15][CH:14]=[CH:13][CH:12]=1. No catalyst specified. The product is [F:1][C:2]1[CH:9]=[CH:8][C:5]([CH2:6][NH:7][C:25]([C:21]2[S:20][C:19]([NH:18][C:10](=[O:17])[C:11]3[CH:12]=[CH:13][CH:14]=[CH:15][CH:16]=3)=[N:23][C:22]=2[CH3:24])=[O:26])=[CH:4][CH:3]=1. The yield is 0.470. (5) The reactants are [Cl:1][S:2]([OH:5])(=O)=[O:3].[NH:6]1[C:14]2[C:9](=[CH:10][CH:11]=[CH:12][CH:13]=2)[CH2:8][C:7]1=[O:15]. The catalyst is O. The product is [Cl:1][S:2]([C:11]1[CH:10]=[C:9]2[C:14](=[CH:13][CH:12]=1)[NH:6][C:7](=[O:15])[CH2:8]2)(=[O:5])=[O:3]. The yield is 0.500.